From a dataset of Reaction yield outcomes from USPTO patents with 853,638 reactions. Predict the reaction yield, written as a fraction of the theoretical maximum amount of product (1.0 means a 100% yield; for example, 0.34 means a 34% yield). (1) The reactants are [NH:1]1[CH2:4][CH:3]([C:5]2[CH:6]=[CH:7][C:8]([NH:11][C:12]3[C:13](=[O:20])[N:14]([CH3:19])[CH:15]=[C:16]([Br:18])[CH:17]=3)=[N:9][CH:10]=2)[CH2:2]1.C=O.[BH3-][C:24]#N.[Na+].C(OCC)C. The catalyst is CO.[Cl-].[Zn+2].[Cl-].O. The product is [Br:18][C:16]1[CH:17]=[C:12]([NH:11][C:8]2[CH:7]=[CH:6][C:5]([CH:3]3[CH2:4][N:1]([CH3:24])[CH2:2]3)=[CH:10][N:9]=2)[C:13](=[O:20])[N:14]([CH3:19])[CH:15]=1. The yield is 0.830. (2) The product is [CH:11]1([C:10]2[C:9]3[C:4](=[CH:5][C:6]([C:17]([O:19][CH3:20])=[O:18])=[CH:7][CH:8]=3)[N:3]3[CH:21]([OH:22])[C:23]4[C:28]([C:2]=23)=[CH:27][CH:26]=[CH:25][CH:24]=4)[CH2:16][CH2:15][CH2:14][CH2:13][CH2:12]1. The reactants are Br[C:2]1[NH:3][C:4]2[C:9]([C:10]=1[CH:11]1[CH2:16][CH2:15][CH2:14][CH2:13][CH2:12]1)=[CH:8][CH:7]=[C:6]([C:17]([O:19][CH3:20])=[O:18])[CH:5]=2.[CH:21]([C:23]1[CH:28]=[CH:27][CH:26]=[CH:25][C:24]=1B(O)O)=[O:22].[Li+].[Cl-].CCO.C1(C)C=CC=CC=1. The catalyst is C([O-])([O-])=O.[Na+].[Na+].C1C=CC([P]([Pd]([P](C2C=CC=CC=2)(C2C=CC=CC=2)C2C=CC=CC=2)([P](C2C=CC=CC=2)(C2C=CC=CC=2)C2C=CC=CC=2)[P](C2C=CC=CC=2)(C2C=CC=CC=2)C2C=CC=CC=2)(C2C=CC=CC=2)C2C=CC=CC=2)=CC=1. The yield is 0.700. (3) The reactants are [CH2:1]([O:3][C:4](=[O:15])[CH2:5][C:6]1[CH:7]=[N:8][C:9](OC)=[C:10]([F:12])[CH:11]=1)[CH3:2].P(Cl)(Cl)(Cl)(Cl)[Cl:17].CN(C=O)C. The catalyst is O=P(Cl)(Cl)Cl. The product is [CH2:1]([O:3][C:4](=[O:15])[CH2:5][C:6]1[CH:7]=[N:8][C:9]([Cl:17])=[C:10]([F:12])[CH:11]=1)[CH3:2]. The yield is 0.600. (4) The reactants are [NH2:1][CH:2]([C:4]([OH:6])=[O:5])[CH3:3].[CH:7](OC)=[O:8].N[C@H:12](C(O)=O)C. No catalyst specified. The product is [CH3:12][O:5][C:4](=[O:6])[CH:2]([CH3:3])[NH:1][CH:7]=[O:8]. The yield is 0.942. (5) The reactants are O=C1C2C=CC=CC=2C(=O)[N:3]1[CH2:12][C@H:13]([NH:21][C:22]([NH:24][NH:25][C:26]([C:28]1[CH:33]=[CH:32][C:31]2[CH:34]=[N:35][CH:36]=[C:37]([O:38][CH3:39])[C:30]=2[N:29]=1)=O)=[S:23])[CH2:14][C:15]1[CH:20]=[CH:19][CH:18]=[CH:17][CH:16]=1.COC1C2N=C(C(NN)=O)C=CC=2C=NC=1.N[C@H](CC1C=CC=CC=1)CN1C(=O)C2C=CC=CC=2C1=O.Cl. No catalyst specified. The product is [NH2:3][CH2:12][C@H:13]([NH:21][C:22]1[S:23][C:26]([C:28]2[CH:33]=[CH:32][C:31]3[CH:34]=[N:35][CH:36]=[C:37]([O:38][CH3:39])[C:30]=3[N:29]=2)=[N:25][N:24]=1)[CH2:14][C:15]1[CH:20]=[CH:19][CH:18]=[CH:17][CH:16]=1. The yield is 0.920. (6) The reactants are [F:1][C:2]([F:13])([F:12])[C:3](=O)[CH2:4][C:5](=O)[C:6]([F:9])([F:8])[F:7].Cl.[NH:15]([C:17]1[CH:25]=[CH:24][C:20]([C:21]([OH:23])=[O:22])=[CH:19][CH:18]=1)[NH2:16].[CH2:26](O)[CH3:27]. No catalyst specified. The product is [CH2:26]([O:22][C:21](=[O:23])[C:20]1[CH:19]=[CH:18][C:17]([N:15]2[C:3]([C:2]([F:13])([F:12])[F:1])=[CH:4][C:5]([C:6]([F:9])([F:8])[F:7])=[N:16]2)=[CH:25][CH:24]=1)[CH3:27]. The yield is 0.580. (7) The reactants are Br[CH2:2][C:3]([NH:5][C:6]1[S:7][C:8]([C:16]([CH:18]2[CH2:23][CH2:22][O:21][CH2:20][CH2:19]2)=[O:17])=[C:9]([C:11]2[O:12][CH:13]=[CH:14][CH:15]=2)[N:10]=1)=[O:4].Cl.[CH3:25][O:26][CH:27]1[CH2:32][CH2:31][NH:30][CH2:29][CH2:28]1.C(N(CC)CC)C. The catalyst is C1COCC1. The product is [O:12]1[CH:13]=[CH:14][CH:15]=[C:11]1[C:9]1[N:10]=[C:6]([NH:5][C:3](=[O:4])[CH2:2][N:30]2[CH2:31][CH2:32][CH:27]([O:26][CH3:25])[CH2:28][CH2:29]2)[S:7][C:8]=1[C:16]([CH:18]1[CH2:23][CH2:22][O:21][CH2:20][CH2:19]1)=[O:17]. The yield is 0.740. (8) The reactants are [CH2:1]([O:3][CH:4]([O:15][CH2:16][CH3:17])[C:5]1[O:13][C:12]2[C:11](I)=[CH:10][N:9]=[CH:8][C:7]=2[CH:6]=1)[CH3:2].[CH:18]([C:20]1[CH:21]=[C:22](B(O)O)[CH:23]=[CH:24][CH:25]=1)=[O:19].C(=O)([O-])[O-].[Na+].[Na+]. The catalyst is C1C=CC([P]([Pd]([P](C2C=CC=CC=2)(C2C=CC=CC=2)C2C=CC=CC=2)([P](C2C=CC=CC=2)(C2C=CC=CC=2)C2C=CC=CC=2)[P](C2C=CC=CC=2)(C2C=CC=CC=2)C2C=CC=CC=2)(C2C=CC=CC=2)C2C=CC=CC=2)=CC=1.C1(C)C=CC=CC=1.C(O)C.O. The product is [CH2:1]([O:3][CH:4]([O:15][CH2:16][CH3:17])[C:5]1[O:13][C:12]2[C:11]([C:24]3[CH:25]=[C:20]([CH:21]=[CH:22][CH:23]=3)[CH:18]=[O:19])=[CH:10][N:9]=[CH:8][C:7]=2[CH:6]=1)[CH3:2]. The yield is 0.500. (9) The catalyst is CN(C=O)C.C(OCC)(=O)C. The yield is 0.0840. The reactants are [F:1][C:2]1[CH:7]=[C:6]([CH2:8][OH:9])[CH:5]=[CH:4][N:3]=1.C(N(CC)CC)C.CS(Cl)(=O)=O.[CH2:22]([O:24][C:25]1[CH:30]=[CH:29][C:28](O)=[CH:27][CH:26]=1)[CH3:23].C(=O)([O-])[O-].[K+].[K+]. The product is [CH2:22]([O:24][C:25]1[CH:30]=[CH:29][C:28]([O:9][CH2:8][C:6]2[CH:5]=[CH:4][N:3]=[C:2]([F:1])[CH:7]=2)=[CH:27][CH:26]=1)[CH3:23].